This data is from Catalyst prediction with 721,799 reactions and 888 catalyst types from USPTO. The task is: Predict which catalyst facilitates the given reaction. (1) Reactant: [CH3:1][O:2][C:3]1[CH:19]=[CH:18][C:6]([CH2:7][N:8]2[C:13](=[O:14])[CH2:12][CH2:11][CH:10](C(N)=O)[CH2:9]2)=[CH:5][CH:4]=1.C(OI(OC(=O)C)C1C=CC=CC=1)(=O)C.Cl.C(#[N:38])C. Product: [NH2:38][CH:10]1[CH2:9][N:8]([CH2:7][C:6]2[CH:18]=[CH:19][C:3]([O:2][CH3:1])=[CH:4][CH:5]=2)[C:13](=[O:14])[CH2:12][CH2:11]1. The catalyst class is: 6. (2) Reactant: [CH3:1][C:2]1[CH:11]=[C:10]2[C:5]([C:6]([CH2:13][C:14]3[CH:15]=[N:16][CH:17]=[CH:18][CH:19]=3)=[N:7][NH:8][C:9]2=[O:12])=[CH:4][CH:3]=1.[CH3:20][C:21]1[CH:22]=[C:23]2[C:28](=[CH:29][CH:30]=1)[C:27](=[O:31])[NH:26][N:25]=[C:24]2[CH2:32][C:33]1[CH:34]=[N:35][CH:36]=[CH:37][CH:38]=1.[H-].[Na+].Br[CH2:42][C:43]([N:45]([CH2:54][CH3:55])[C:46]1[CH:51]=[CH:50][C:49]([CH2:52][CH3:53])=[CH:48][CH:47]=1)=[O:44]. Product: [CH2:54]([N:45]([C:46]1[CH:47]=[CH:48][C:49]([CH2:52][CH3:53])=[CH:50][CH:51]=1)[C:43](=[O:44])[CH2:42][N:8]1[N:7]=[C:6]([CH2:13][C:14]2[CH:15]=[N:16][CH:17]=[CH:18][CH:19]=2)[C:5]2[C:10](=[CH:11][C:2]([CH3:1])=[CH:3][CH:4]=2)[C:9]1=[O:12])[CH3:55].[CH2:54]([N:45]([C:46]1[CH:47]=[CH:48][C:49]([CH2:52][CH3:53])=[CH:50][CH:51]=1)[C:43](=[O:44])[CH2:42][N:26]1[N:25]=[C:24]([CH2:32][C:33]2[CH:34]=[N:35][CH:36]=[CH:37][CH:38]=2)[C:23]2[C:28](=[CH:29][CH:30]=[C:21]([CH3:20])[CH:22]=2)[C:27]1=[O:31])[CH3:55]. The catalyst class is: 598. (3) Reactant: Br[CH2:2][CH2:3][CH2:4][CH2:5][O:6][CH:7]1[CH2:11][CH2:10][CH2:9][CH2:8]1.CCN(C(C)C)C(C)C.[CH3:21][C:22]1[S:23][C:24]2[CH:30]=[CH:29][C:28]([O:31][CH2:32][CH:33]([OH:41])[CH2:34][N:35]3[CH2:40][CH2:39][NH:38][CH2:37][CH2:36]3)=[CH:27][C:25]=2[N:26]=1. Product: [CH:7]1([O:6][CH2:5][CH2:4][CH2:3][CH2:2][N:38]2[CH2:39][CH2:40][N:35]([CH2:34][C@@H:33]([OH:41])[CH2:32][O:31][C:28]3[CH:29]=[CH:30][C:24]4[S:23][C:22]([CH3:21])=[N:26][C:25]=4[CH:27]=3)[CH2:36][CH2:37]2)[CH2:11][CH2:10][CH2:9][CH2:8]1. The catalyst class is: 14. (4) Reactant: C([O:9][CH:10]([C@@H:12]1[CH2:16][C@@H:15]([N:17]=[N+:18]=[N-:19])[C@H:14]([N:20]2[C:24]3[N:25]=[C:26]([NH2:30])[NH:27][C:28](=[O:29])[C:23]=3[S:22][C:21]2=[O:31])[O:13]1)[CH3:11])(=O)C1C=CC=CC=1.C([O-])([O-])=O.[K+].[K+]. Product: [NH2:30][C:26]1[NH:27][C:28](=[O:29])[C:23]2[S:22][C:21](=[O:31])[N:20]([C@H:14]3[C@H:15]([N:17]=[N+:18]=[N-:19])[CH2:16][C@@H:12]([C@@H:10]([OH:9])[CH3:11])[O:13]3)[C:24]=2[N:25]=1. The catalyst class is: 5. (5) Reactant: Br[C:2]1[CH:3]=[C:4]([CH:12]=[CH:13][CH:14]=1)[C:5]([N:7]([CH2:10][CH3:11])[CH2:8][CH3:9])=[O:6].[N:15]1[CH:20]=[CH:19][C:18](B(O)O)=[CH:17][CH:16]=1.C(=O)([O-])[O-].[Na+].[Na+].C(OCC)(=O)C. Product: [CH2:8]([N:7]([CH2:10][CH3:11])[C:5](=[O:6])[C:4]1[CH:12]=[CH:13][CH:14]=[C:2]([C:18]2[CH:19]=[CH:20][N:15]=[CH:16][CH:17]=2)[CH:3]=1)[CH3:9]. The catalyst class is: 602. (6) Reactant: Cl.[O:2]=[C:3]1[NH:12][C:11]2[N:10]=[CH:9][C:8](/[CH:13]=[CH:14]/[C:15]([OH:17])=O)=[CH:7][C:6]=2[CH2:5][CH2:4]1.Cl.[CH2:19]([O:26][CH:27]1[CH2:30][NH:29][CH2:28]1)[C:20]1[CH:25]=[CH:24][CH:23]=[CH:22][CH:21]=1.CCN(C(C)C)C(C)C.CCN=C=NCCCN(C)C. Product: [CH2:19]([O:26][CH:27]1[CH2:28][N:29]([C:15](=[O:17])/[CH:14]=[CH:13]/[C:8]2[CH:7]=[C:6]3[C:11](=[N:10][CH:9]=2)[NH:12][C:3](=[O:2])[CH2:4][CH2:5]3)[CH2:30]1)[C:20]1[CH:21]=[CH:22][CH:23]=[CH:24][CH:25]=1. The catalyst class is: 241. (7) Reactant: C([O:4][CH2:5][CH2:6][C:7]1[S:8][C:9]([S:13]([NH:16][C:17](=[O:29])[NH:18][C:19]2[CH:24]=[C:23]([C:25]([F:28])([F:27])[F:26])[CH:22]=[CH:21][N:20]=2)(=[O:15])=[O:14])=[CH:10][C:11]=1[CH3:12])(=O)C.[Li+].[OH-]. Product: [OH:4][CH2:5][CH2:6][C:7]1[S:8][C:9]([S:13]([NH:16][C:17](=[O:29])[NH:18][C:19]2[CH:24]=[C:23]([C:25]([F:27])([F:28])[F:26])[CH:22]=[CH:21][N:20]=2)(=[O:15])=[O:14])=[CH:10][C:11]=1[CH3:12]. The catalyst class is: 5. (8) Reactant: [C:1]([C:4]1[C:22](=[O:23])[C@@:8]2([CH3:24])[C:9]3[C:15]([OH:16])=[CH:14][C:13]([O:17][CH3:18])=[C:12]([C:19]([NH2:21])=[O:20])[C:10]=3[O:11][C:7]2=[CH:6][C:5]=1[OH:25])(=[O:3])[CH3:2].[CH2:26]([C:28]1[CH:35]=[C:34]([CH2:36][CH3:37])[CH:33]=[C:32]([CH2:38][CH3:39])[C:29]=1[CH:30]=O)[CH3:27].C([SiH](CC)CC)C.FC(F)(F)C(O)=O. Product: [C:1]([C:4]1[C:22](=[O:23])[C@@:8]2([CH3:24])[C:9]3[C:15]([OH:16])=[CH:14][C:13]([O:17][CH3:18])=[C:12]([C:19]([NH:21][CH2:30][C:29]4[C:28]([CH2:26][CH3:27])=[CH:35][C:34]([CH2:36][CH3:37])=[CH:33][C:32]=4[CH2:38][CH3:39])=[O:20])[C:10]=3[O:11][C:7]2=[CH:6][C:5]=1[OH:25])(=[O:3])[CH3:2]. The catalyst class is: 10.